This data is from CYP1A2 inhibition data for predicting drug metabolism from PubChem BioAssay. The task is: Regression/Classification. Given a drug SMILES string, predict its absorption, distribution, metabolism, or excretion properties. Task type varies by dataset: regression for continuous measurements (e.g., permeability, clearance, half-life) or binary classification for categorical outcomes (e.g., BBB penetration, CYP inhibition). Dataset: cyp1a2_veith. (1) The drug is Cc1cccc(NCCNc2cccc(C)c2)c1. The result is 1 (inhibitor). (2) The drug is N#CCCn1c(=O)cnc2cnc(Oc3cccc(Cl)c3)nc21. The result is 1 (inhibitor). (3) The compound is COc1cccc(CSc2nnc(C(F)(F)F)n2Cc2ccc(F)cc2)c1. The result is 1 (inhibitor). (4) The molecule is C/C(CCN1CCc2nc(-c3ccccc3)c(-c3ccccc3)cc2C1)=N\O[C@@H](C)c1cn([C@@H]2COC[C@@H]2O)nn1. The result is 0 (non-inhibitor). (5) The drug is Cn1c(=O)c2nc(-c3ccccc3)oc2c2ccccc21. The result is 1 (inhibitor). (6) The molecule is COC(=O)CCC(=O)Nc1cccc2ccccc12. The result is 1 (inhibitor). (7) The molecule is CCC1=C(C[C@H]2NCCc3cc(OC)c(OC)cc32)C[C@H]2c3ccccc3CCN2C1. The result is 0 (non-inhibitor). (8) The molecule is c1ccc(Nc2ncnc3ccc(-c4cccnc4)cc23)cc1. The result is 1 (inhibitor). (9) The result is 0 (non-inhibitor). The drug is Cn1c(=O)c2cc(S(=O)(=O)NCCC(=O)NCc3ccccc3Cl)ccc2n(C)c1=O. (10) The drug is Cc1cc(NC(=O)c2c(F)cccc2F)n(-c2nc3ccccc3[nH]2)n1. The result is 1 (inhibitor).